This data is from Forward reaction prediction with 1.9M reactions from USPTO patents (1976-2016). The task is: Predict the product of the given reaction. (1) Given the reactants CC(C)([O-])C.[K+].[C:7]([CH2:9]P(=O)(OCC)OCC)#[N:8].[CH3:18][O:19][CH2:20][C:21]1([C:26]#[N:27])[CH2:24][C:23](=O)[CH2:22]1, predict the reaction product. The product is: [C:7]([CH:9]=[C:23]1[CH2:24][C:21]([CH2:20][O:19][CH3:18])([C:26]#[N:27])[CH2:22]1)#[N:8]. (2) Given the reactants [F:1][C:2]1[CH:7]=[CH:6][C:5]([CH2:8][C:9]2[CH:18]=[C:17]3[C:12]([C:13]([OH:40])=[C:14]([C:35](OCC)=[O:36])[C:15](=[O:34])[N:16]3[CH2:19][CH2:20][CH2:21][N:22]([CH3:33])[C:23]([O:25][CH2:26][C:27]3[CH:32]=[CH:31][CH:30]=[CH:29][CH:28]=3)=[O:24])=[N:11][CH:10]=2)=[CH:4][CH:3]=1.[NH2:41][CH2:42][CH:43]([OH:45])[CH3:44], predict the reaction product. The product is: [F:1][C:2]1[CH:3]=[CH:4][C:5]([CH2:8][C:9]2[CH:18]=[C:17]3[C:12]([C:13]([OH:40])=[C:14]([C:35]([NH:41][CH2:42][CH:43]([OH:45])[CH3:44])=[O:36])[C:15](=[O:34])[N:16]3[CH2:19][CH2:20][CH2:21][N:22]([CH3:33])[C:23](=[O:24])[O:25][CH2:26][C:27]3[CH:32]=[CH:31][CH:30]=[CH:29][CH:28]=3)=[N:11][CH:10]=2)=[CH:6][CH:7]=1. (3) Given the reactants [NH2:1][C@@H:2]1[CH2:6][CH2:5][N:4]([C:7]([C:9]2[N:10]=[C:11]3[C:16]([C:17]([F:20])([F:19])[F:18])=[CH:15][C:14]([C:21]4[CH:25]=[CH:24][O:23][CH:22]=4)=[CH:13][N:12]3[C:26]=2[Cl:27])=[O:8])[CH2:3]1.[Cl:28][CH2:29][CH2:30][C:31](O)=[O:32].CN(C(ON1N=NC2C=CC=NC1=2)=[N+](C)C)C.F[P-](F)(F)(F)(F)F.C(N(C(C)C)CC)(C)C, predict the reaction product. The product is: [Cl:28][CH2:29][CH2:30][C:31]([NH:1][C@@H:2]1[CH2:6][CH2:5][N:4]([C:7]([C:9]2[N:10]=[C:11]3[C:16]([C:17]([F:19])([F:20])[F:18])=[CH:15][C:14]([C:21]4[CH:25]=[CH:24][O:23][CH:22]=4)=[CH:13][N:12]3[C:26]=2[Cl:27])=[O:8])[CH2:3]1)=[O:32]. (4) Given the reactants [CH2:1]([O:8][NH:9][C:10]([C:12]1[CH:17]=[CH:16][CH:15]=[CH:14][C:13]=1[NH:18][CH2:19][C:20]1[CH:21]=[CH:22][C:23]([F:29])=[C:24]([CH:28]=1)[C:25](O)=[O:26])=[O:11])[C:2]1[CH:7]=[CH:6][CH:5]=[CH:4][CH:3]=1.O.ON1C2C=CC=CC=2N=N1.[NH2:41][CH2:42][CH2:43][OH:44].CN1CCOCC1.Cl.C(N=C=NCCCN(C)C)C, predict the reaction product. The product is: [CH2:1]([O:8][NH:9][C:10]([C:12]1[CH:17]=[CH:16][CH:15]=[CH:14][C:13]=1[NH:18][CH2:19][C:20]1[CH:21]=[CH:22][C:23]([F:29])=[C:24]([CH:28]=1)[C:25]([NH:41][CH2:42][CH2:43][OH:44])=[O:26])=[O:11])[C:2]1[CH:7]=[CH:6][CH:5]=[CH:4][CH:3]=1. (5) Given the reactants [CH3:1][O:2][C:3]([C:5]1[C:10]2[N:11]([CH3:14])[N:12]=[N:13][C:9]=2[C:8]([CH3:15])=[CH:7][CH:6]=1)=[O:4].BrN1C(=[O:22])CCC1=O.C(OOC(=O)C1C=CC=CC=1)(=O)C1C=CC=CC=1, predict the reaction product. The product is: [CH3:1][O:2][C:3]([C:5]1[C:10]2[N:11]([CH3:14])[N:12]=[N:13][C:9]=2[C:8]([CH:15]=[O:22])=[CH:7][CH:6]=1)=[O:4]. (6) Given the reactants [CH3:1][C:2]1[S:3][CH:4]=[CH:5][N:6]=1.C([Li])CCC.Cl[Sn:13]([CH3:16])([CH3:15])[CH3:14], predict the reaction product. The product is: [CH3:1][C:2]1[S:3][C:4]([Sn:13]([CH3:16])([CH3:15])[CH3:14])=[CH:5][N:6]=1. (7) Given the reactants [CH3:1][C:2]1[C:7]([N+:8]([O-])=O)=[CH:6][CH:5]=[C:4]([CH3:11])[C:3]=1[NH:12][C:13](=[O:19])[CH2:14][C:15]([CH3:18])([CH3:17])[CH3:16], predict the reaction product. The product is: [NH2:8][C:7]1[C:2]([CH3:1])=[C:3]([NH:12][C:13](=[O:19])[CH2:14][C:15]([CH3:16])([CH3:17])[CH3:18])[C:4]([CH3:11])=[CH:5][CH:6]=1. (8) The product is: [Cl:1][C:2]1[N:7]=[C:6]([NH:10][CH:11]2[C:15]3([CH2:19][CH2:18][CH2:17][CH2:16]3)[CH2:14][N:13]([C:20]([O:22][C:23]([CH3:26])([CH3:25])[CH3:24])=[O:21])[CH2:12]2)[C:5]([Cl:9])=[CH:4][N:3]=1. Given the reactants [Cl:1][C:2]1[N:7]=[C:6](Cl)[C:5]([Cl:9])=[CH:4][N:3]=1.[NH2:10][CH:11]1[C:15]2([CH2:19][CH2:18][CH2:17][CH2:16]2)[CH2:14][N:13]([C:20]([O:22][C:23]([CH3:26])([CH3:25])[CH3:24])=[O:21])[CH2:12]1.CCN(CC)CC, predict the reaction product. (9) Given the reactants [F:1][C:2]1[CH:3]=[C:4]([CH:31]=[CH:32][CH:33]=1)[C:5]([NH:7][C:8]1[CH:13]=[CH:12][CH:11]=[CH:10][C:9]=1[CH:14]1[CH2:23][C:22]([CH3:25])([CH3:24])[C:21]2[C:16](=[CH:17][CH:18]=[C:19]([C:26]([O:28]CC)=[O:27])[CH:20]=2)[NH:15]1)=[O:6].O.[OH-].[Li+].[OH-].[Na+], predict the reaction product. The product is: [F:1][C:2]1[CH:3]=[C:4]([CH:31]=[CH:32][CH:33]=1)[C:5]([NH:7][C:8]1[CH:13]=[CH:12][CH:11]=[CH:10][C:9]=1[CH:14]1[CH2:23][C:22]([CH3:25])([CH3:24])[C:21]2[C:16](=[CH:17][CH:18]=[C:19]([C:26]([OH:28])=[O:27])[CH:20]=2)[NH:15]1)=[O:6]. (10) Given the reactants Br[C:2]1[CH:3]=[C:4]([C:8]2[N:9]=[C:10]([CH:20]([CH3:22])[CH3:21])[NH:11][C:12]=2[C:13]2[CH:18]=[CH:17][CH:16]=[C:15]([CH3:19])[N:14]=2)[CH:5]=[CH:6][CH:7]=1.[O:23]1[CH:27]=[CH:26][C:25](B(O)O)=[CH:24]1, predict the reaction product. The product is: [O:23]1[CH:27]=[CH:26][C:25]([C:2]2[CH:3]=[C:4]([C:8]3[N:9]=[C:10]([CH:20]([CH3:22])[CH3:21])[NH:11][C:12]=3[C:13]3[CH:18]=[CH:17][CH:16]=[C:15]([CH3:19])[N:14]=3)[CH:5]=[CH:6][CH:7]=2)=[CH:24]1.